From a dataset of Full USPTO retrosynthesis dataset with 1.9M reactions from patents (1976-2016). Predict the reactants needed to synthesize the given product. The reactants are: O1CCCC1.[CH3:6][C:7]1[N:8]=[CH:9][S:10][CH:11]=1.CC([Li])CC.[CH2:17]([N:24]1[CH2:29][CH2:28][C:27]([NH:32][C:33]2[CH:38]=[CH:37][CH:36]=[C:35]([Cl:39])[CH:34]=2)(C#N)[CH2:26][CH2:25]1)[C:18]1[CH:23]=[CH:22][CH:21]=[CH:20][CH:19]=1. Given the product [CH2:17]([N:24]1[CH2:29][CH2:28][C:27]([NH:32][C:33]2[CH:38]=[CH:37][CH:36]=[C:35]([Cl:39])[CH:34]=2)([C:9]2[S:10][CH:11]=[C:7]([CH3:6])[N:8]=2)[CH2:26][CH2:25]1)[C:18]1[CH:19]=[CH:20][CH:21]=[CH:22][CH:23]=1, predict the reactants needed to synthesize it.